Dataset: Reaction yield outcomes from USPTO patents with 853,638 reactions. Task: Predict the reaction yield, written as a fraction of the theoretical maximum amount of product (1.0 means a 100% yield; for example, 0.34 means a 34% yield). The reactants are [H-].[Na+].[OH:3][C:4]1[CH:9]=[CH:8][CH:7]=[CH:6][N:5]=1.[Cl:10][C:11]1[CH:16]=[C:15]([N+:17]([O-:19])=[O:18])[CH:14]=[CH:13][C:12]=1F. The catalyst is O. The product is [Cl:10][C:11]1[CH:16]=[C:15]([N+:17]([O-:19])=[O:18])[CH:14]=[CH:13][C:12]=1[O:3][C:4]1[CH:9]=[CH:8][CH:7]=[CH:6][N:5]=1. The yield is 0.430.